The task is: Predict which catalyst facilitates the given reaction.. This data is from Catalyst prediction with 721,799 reactions and 888 catalyst types from USPTO. Reactant: [CH2:1]([C:4]1[C:5]([OH:29])=[C:6]([C:10]2[NH:11][C:12]3[C:17]([C:18]=2[CH:19]2[CH2:24][CH2:23][CH2:22][CH2:21][CH2:20]2)=[CH:16][CH:15]=[C:14]([C:25]([O:27][CH3:28])=[O:26])[CH:13]=3)[CH:7]=[CH:8][CH:9]=1)[CH:2]=[CH2:3]. Product: [CH:19]1([C:18]2[C:17]3[C:12](=[CH:13][C:14]([C:25]([O:27][CH3:28])=[O:26])=[CH:15][CH:16]=3)[NH:11][C:10]=2[C:6]2[CH:7]=[CH:8][CH:9]=[C:4]([CH2:1][CH2:2][CH3:3])[C:5]=2[OH:29])[CH2:24][CH2:23][CH2:22][CH2:21][CH2:20]1. The catalyst class is: 99.